Dataset: Forward reaction prediction with 1.9M reactions from USPTO patents (1976-2016). Task: Predict the product of the given reaction. (1) The product is: [CH3:34][NH:35][CH2:12][CH:13]1[CH2:17][C:16]2[CH:18]=[C:19]([C:30]([F:33])([F:32])[F:31])[CH:20]=[C:21]([C:22]3[CH:27]=[CH:26][CH:25]=[C:24]([F:28])[C:23]=3[F:29])[C:15]=2[O:14]1. Given the reactants CC1C=CC(S(O[CH2:12][CH:13]2[CH2:17][C:16]3[CH:18]=[C:19]([C:30]([F:33])([F:32])[F:31])[CH:20]=[C:21]([C:22]4[CH:27]=[CH:26][CH:25]=[C:24]([F:28])[C:23]=4[F:29])[C:15]=3[O:14]2)(=O)=O)=CC=1.[CH3:34][NH2:35], predict the reaction product. (2) Given the reactants [NH2:1][C:2](=[O:37])[C@@H:3]([NH:20][C:21]([C:23]1([NH:29][C:30](=[O:36])[O:31][C:32]([CH3:35])([CH3:34])[CH3:33])[CH2:28][CH2:27][O:26][CH2:25][CH2:24]1)=[O:22])[CH2:4][C:5]1[CH:10]=[CH:9][C:8](B2OC(C)(C)C(C)(C)O2)=[CH:7][CH:6]=1.Br[C:39]1[CH:40]=[CH:41][C:42]2[O:46][C:45](=[O:47])[N:44]([CH3:48])[C:43]=2[CH:49]=1.C(=O)([O-])[O-].[K+].[K+], predict the reaction product. The product is: [NH2:1][C:2](=[O:37])[C@@H:3]([NH:20][C:21]([C:23]1([NH:29][C:30](=[O:36])[O:31][C:32]([CH3:33])([CH3:34])[CH3:35])[CH2:24][CH2:25][O:26][CH2:27][CH2:28]1)=[O:22])[CH2:4][C:5]1[CH:6]=[CH:7][C:8]([C:39]2[CH:40]=[CH:41][C:42]3[O:46][C:45](=[O:47])[N:44]([CH3:48])[C:43]=3[CH:49]=2)=[CH:9][CH:10]=1. (3) Given the reactants [OH:1][C:2]1[C:3]2[C:7]([CH:8]=[C:9]([C:11]([O:13][CH3:14])=[O:12])[CH:10]=1)=[N:6][N:5]([CH3:15])[CH:4]=2.Br[C:17]1[N:18]=[CH:19][C:20]([N:23]([CH3:27])[C:24](=[O:26])[CH3:25])=[N:21][CH:22]=1.C(=O)([O-])[O-].[K+].[K+].CC(C)(C(=O)CC(=O)C(C)(C)C)C, predict the reaction product. The product is: [CH3:15][N:5]1[CH:4]=[C:3]2[C:7]([CH:8]=[C:9]([C:11]([O:13][CH3:14])=[O:12])[CH:10]=[C:2]2[O:1][C:17]2[CH:22]=[N:21][C:20]([N:23]([CH3:27])[C:24](=[O:26])[CH3:25])=[CH:19][N:18]=2)=[N:6]1. (4) Given the reactants [CH3:1][C:2]([C:7]1[CH:12]=[CH:11][C:10]([N+:13]([O-])=O)=[CH:9][CH:8]=1)([CH2:5][OH:6])[CH2:3][OH:4], predict the reaction product. The product is: [NH2:13][C:10]1[CH:9]=[CH:8][C:7]([C:2]([CH3:1])([CH2:5][OH:6])[CH2:3][OH:4])=[CH:12][CH:11]=1. (5) Given the reactants [C:1]([N:8]1[CH2:11][CH:10]([C:12](O)=[O:13])[CH2:9]1)([O:3][C:4]([CH3:7])([CH3:6])[CH3:5])=[O:2].C1N=CN(C(N2C=NC=C2)=O)C=1.[BH4-].[Na+].CC(C)=O, predict the reaction product. The product is: [C:4]([O:3][C:1]([N:8]1[CH2:11][CH:10]([CH2:12][OH:13])[CH2:9]1)=[O:2])([CH3:7])([CH3:6])[CH3:5]. (6) Given the reactants C1(C(C2C=CC=CC=2)C2C=CC=CC=2)C=CC=CC=1.[CH2:20]([C@H:27]1[CH2:31][O:30][C:29](=[O:32])[NH:28]1)[C:21]1[CH:26]=[CH:25][CH:24]=[CH:23][CH:22]=1.C([Li])CCC.[CH3:38][CH:39]([CH3:44])[CH2:40][C:41](Cl)=[O:42].C(=O)(O)[O-].[Na+], predict the reaction product. The product is: [CH2:20]([C@H:27]1[CH2:31][O:30][C:29](=[O:32])[N:28]1[C:41](=[O:42])[CH2:40][CH:39]([CH3:44])[CH3:38])[C:21]1[CH:22]=[CH:23][CH:24]=[CH:25][CH:26]=1. (7) Given the reactants [C:1]1([CH2:11][NH:12][C:13]2[CH:18]=[CH:17][C:16]([O:19][CH3:20])=[CH:15][C:14]=2[NH2:21])[C:10]2[C:5](=[CH:6][CH:7]=[CH:8][CH:9]=2)[CH:4]=[CH:3][CH:2]=1.[C:22](=S)=[S:23], predict the reaction product. The product is: [C:1]1([CH2:11][N:12]2[C:13]3[CH:18]=[CH:17][C:16]([O:19][CH3:20])=[CH:15][C:14]=3[N:21]=[C:22]2[SH:23])[C:10]2[C:5](=[CH:6][CH:7]=[CH:8][CH:9]=2)[CH:4]=[CH:3][CH:2]=1.